Dataset: Catalyst prediction with 721,799 reactions and 888 catalyst types from USPTO. Task: Predict which catalyst facilitates the given reaction. Reactant: [C:1](Cl)(=[O:5])[C:2](Cl)=[O:3].[NH2:7][C:8]1[C:12]([C:13]2[S:14][CH:15]=[CH:16][CH:17]=2)=[CH:11][N:10](C(OC(C)(C)C)=O)[N:9]=1. Product: [S:14]1[CH:15]=[CH:16][CH:17]=[C:13]1[C:12]1[C:8]([NH:7][C:1](=[O:5])[C:2]([NH:7][C:8]2[C:12]([C:13]3[S:14][CH:15]=[CH:16][CH:17]=3)=[CH:11][NH:10][N:9]=2)=[O:3])=[N:9][NH:10][CH:11]=1. The catalyst class is: 23.